This data is from Reaction yield outcomes from USPTO patents with 853,638 reactions. The task is: Predict the reaction yield, written as a fraction of the theoretical maximum amount of product (1.0 means a 100% yield; for example, 0.34 means a 34% yield). (1) The reactants are [CH2:1]([O:3][C:4]([C@@H:6]1[C@H:10]([CH2:11][CH2:12][CH:13]=O)[CH2:9][CH2:8][N:7]1[C@@H:15]([CH3:22])/[C:16](/[CH3:21])=[CH:17]/[CH:18]=[CH:19]\[CH3:20])=[O:5])[CH3:2].[CH2:23]([NH2:31])[CH2:24][C:25]1[CH:30]=[CH:29][CH:28]=[CH:27][CH:26]=1.[BH3-]C#N.[Na+]. The catalyst is CCO.CCOCC. The product is [CH2:1]([O:3][C:4]([C@@H:6]1[C@H:10]([CH2:11][CH2:12][CH2:13][NH:31][CH2:23][CH2:24][C:25]2[CH:30]=[CH:29][CH:28]=[CH:27][CH:26]=2)[CH2:9][CH2:8][N:7]1[C@H:15]([C:16]1[CH:21]=[CH:20][CH:19]=[CH:18][CH:17]=1)[CH3:22])=[O:5])[CH3:2]. The yield is 0.300. (2) The reactants are [C:1]([C:3]1[CH:11]=[CH:10][C:6]([C:7](O)=[O:8])=[CH:5][N:4]=1)#[N:2].CCN(CC)CC.ClC(OCC)=O.[BH4-].[Na+]. The catalyst is C1COCC1. The product is [OH:8][CH2:7][C:6]1[CH:10]=[CH:11][C:3]([C:1]#[N:2])=[N:4][CH:5]=1. The yield is 0.200.